This data is from Ames mutagenicity test results for genotoxicity prediction. The task is: Regression/Classification. Given a drug SMILES string, predict its toxicity properties. Task type varies by dataset: regression for continuous values (e.g., LD50, hERG inhibition percentage) or binary classification for toxic/non-toxic outcomes (e.g., AMES mutagenicity, cardiotoxicity, hepatotoxicity). Dataset: ames. (1) The drug is O=C(/C=C/c1ccc(O)cc1)c1ccccc1. The result is 0 (non-mutagenic). (2) The compound is O=C(O)c1cc2c(c3c1c([N+](=O)[O-])cc1c(O)cccc13)OCO2. The result is 1 (mutagenic). (3) The drug is O=C(Nc1cccc(F)c1)c1csc([N+](=O)[O-])c1. The result is 1 (mutagenic). (4) The compound is COC(=O)[C@@H](c1ccccc1)[C@H]1CCCCN1. The result is 0 (non-mutagenic).